This data is from Full USPTO retrosynthesis dataset with 1.9M reactions from patents (1976-2016). The task is: Predict the reactants needed to synthesize the given product. Given the product [F:20][C:2]([F:1])([F:19])[C:3]1[CH:4]=[CH:5][C:6]([C:9]2[CH:13]=[C:12]([CH2:14][CH2:15][CH2:16][CH2:17][O:18][C:22]3[CH:27]=[CH:26][CH:25]=[CH:24][C:23]=3[CH2:28][C:29]([OH:31])=[O:30])[O:11][N:10]=2)=[CH:7][CH:8]=1, predict the reactants needed to synthesize it. The reactants are: [F:1][C:2]([F:20])([F:19])[C:3]1[CH:8]=[CH:7][C:6]([C:9]2[CH:13]=[C:12]([CH2:14][CH2:15][CH2:16][CH2:17][OH:18])[O:11][N:10]=2)=[CH:5][CH:4]=1.O[C:22]1[CH:27]=[CH:26][CH:25]=[CH:24][C:23]=1[CH2:28][C:29]([O:31]C)=[O:30].C1(P(C2C=CC=CC=2)C2C=CC=CC=2)C=CC=CC=1.N(C(OCC)=O)=NC(OCC)=O.